Predict which catalyst facilitates the given reaction. From a dataset of Catalyst prediction with 721,799 reactions and 888 catalyst types from USPTO. (1) Reactant: [Cl:1][C:2]1[C:3]([C:24]2[CH:29]=[C:28]([NH:30][CH2:31][CH:32]3[CH2:37][CH2:36][O:35][CH2:34][CH2:33]3)[CH:27]=[C:26]([F:38])[CH:25]=2)=[CH:4][C:5]([NH:8][C:9]([C@@H:11]2[CH2:16][CH2:15][CH2:14][N:13](C(OC(C)(C)C)=O)[CH2:12]2)=[O:10])=[N:6][CH:7]=1.Cl.O1CCOCC1. Product: [Cl:1][C:2]1[C:3]([C:24]2[CH:29]=[C:28]([NH:30][CH2:31][CH:32]3[CH2:37][CH2:36][O:35][CH2:34][CH2:33]3)[CH:27]=[C:26]([F:38])[CH:25]=2)=[CH:4][C:5]([NH:8][C:9]([C@@H:11]2[CH2:16][CH2:15][CH2:14][NH:13][CH2:12]2)=[O:10])=[N:6][CH:7]=1. The catalyst class is: 5. (2) Reactant: [C:1]([N:8]1[CH:12]=[CH:11][N:10]=[CH:9]1)(N1C=CN=C1)=[O:2].[F:13][C:14]([F:20])([F:19])[C:15]([CH3:18])([OH:17])[CH3:16].O. Product: [F:13][C:14]([F:20])([F:19])[C:15]([O:17][C:1]([N:8]1[CH:12]=[CH:11][N:10]=[CH:9]1)=[O:2])([CH3:18])[CH3:16]. The catalyst class is: 4. (3) Reactant: [OH:1][C:2]1[CH:7]=[CH:6][C:5]([C:8](=[O:11])[CH2:9][CH3:10])=[CH:4][C:3]=1[CH2:12][CH2:13][CH3:14].[F:15][C:16]([F:29])([F:28])[S:17](O[S:17]([C:16]([F:29])([F:28])[F:15])(=[O:19])=[O:18])(=[O:19])=[O:18]. Product: [C:8]([C:5]1[CH:6]=[CH:7][C:2]([O:1][S:17]([C:16]([F:29])([F:28])[F:15])(=[O:19])=[O:18])=[C:3]([CH2:12][CH2:13][CH3:14])[CH:4]=1)(=[O:11])[CH2:9][CH3:10]. The catalyst class is: 66. (4) Reactant: Cl.[C:2]1([CH:8]([N:12]2[CH2:17][CH2:16][CH2:15][CH2:14][CH2:13]2)[C:9]([OH:11])=[O:10])[CH:7]=[CH:6][CH:5]=[CH:4][CH:3]=1.C1CCC(N=C=NC2CCCCC2)CC1.C1C=CC2N(O)N=NC=2C=1.[N:43]12[CH2:50][CH2:49][CH:46]([CH2:47][CH2:48]1)[C@@H:45](O)[CH2:44]2. Product: [C:2]1([CH:8]([N:12]2[CH2:17][CH2:16][CH2:15][CH2:14][CH2:13]2)[C:9]([O:11][C@@H:45]2[CH:46]3[CH2:49][CH2:50][N:43]([CH2:48][CH2:47]3)[CH2:44]2)=[O:10])[CH:3]=[CH:4][CH:5]=[CH:6][CH:7]=1. The catalyst class is: 1. (5) Reactant: [CH3:1][NH:2][CH3:3].CN(C=O)C.Br[CH2:10][C:11]1[CH:18]=[CH:17][CH:16]=[CH:15][C:12]=1[C:13]#[N:14]. Product: [CH3:1][N:2]([CH2:10][C:11]1[CH:18]=[CH:17][CH:16]=[CH:15][C:12]=1[C:13]#[N:14])[CH3:3]. The catalyst class is: 6. (6) Reactant: [Br:1][C:2]1[C:3](S(C)(=O)=O)=[N:4][C:5]([NH:8][C:9]2[CH:14]=[CH:13][C:12]([F:15])=[C:11]([Cl:16])[CH:10]=2)=[N:6][CH:7]=1.C(N(CC)C(C)C)(C)C.[NH2:30][CH:31]1[CH2:36][CH2:35][N:34]([C:37](=[O:39])[CH3:38])[CH2:33][CH2:32]1.O. Product: [Br:1][C:2]1[C:3]([NH:30][CH:31]2[CH2:36][CH2:35][N:34]([C:37](=[O:39])[CH3:38])[CH2:33][CH2:32]2)=[N:4][C:5]([NH:8][C:9]2[CH:14]=[CH:13][C:12]([F:15])=[C:11]([Cl:16])[CH:10]=2)=[N:6][CH:7]=1. The catalyst class is: 37. (7) Reactant: [H-].[Na+].[CH2:3]([CH:5]1[CH2:10][CH2:9][CH2:8][CH2:7][NH:6]1)[CH3:4].[Cl:11][C:12]1[C:17]([F:18])=[C:16](Cl)[N:15]=[CH:14][N:13]=1.[Cl-].[NH4+]. Product: [Cl:11][C:12]1[C:17]([F:18])=[C:16]([N:6]2[CH2:7][CH2:8][CH2:9][CH2:10][CH:5]2[CH2:3][CH3:4])[N:15]=[CH:14][N:13]=1. The catalyst class is: 7.